This data is from Full USPTO retrosynthesis dataset with 1.9M reactions from patents (1976-2016). The task is: Predict the reactants needed to synthesize the given product. (1) Given the product [Cl:16][C:17]1[CH:18]=[C:19]([C:20](=[O:21])[C:10]#[C:9][C:6]2[CH:7]=[CH:8][C:3]([O:2][CH3:1])=[CH:4][CH:5]=2)[CH:26]=[C:27]([Cl:29])[CH:28]=1, predict the reactants needed to synthesize it. The reactants are: [CH3:1][O:2][C:3]1[CH:8]=[CH:7][C:6]([C:9]#[CH:10])=[CH:5][CH:4]=1.C([Li])CCC.[Cl:16][C:17]1[CH:18]=[C:19]([CH:26]=[C:27]([Cl:29])[CH:28]=1)[C:20](N(OC)C)=[O:21]. (2) Given the product [O:5]1[C:6]2[C:11](=[CH:10][CH:9]=[CH:8][CH:7]=2)[CH2:2][CH:3]([C:12]([O:14][CH2:15][CH3:16])=[O:13])[CH2:4]1, predict the reactants needed to synthesize it. The reactants are: O=[C:2]1[C:11]2[C:6](=[CH:7][CH:8]=[CH:9][CH:10]=2)[O:5][CH2:4][CH:3]1[C:12]([O:14][CH2:15][CH3:16])=[O:13]. (3) Given the product [OH:24][CH2:23][CH:22]([CH3:26])[O:21][C:18]1[CH:19]=[C:20]2[C:15]([CH:14]=[CH:13][N:12]2[C:11]2[N:10]([CH3:27])[N:9]=[C:8]([CH3:28])[C:7]=2/[CH:6]=[CH:5]/[C:4]([O:3][CH2:1][CH3:2])=[O:29])=[CH:16][CH:17]=1, predict the reactants needed to synthesize it. The reactants are: [CH2:1]([O:3][C:4](=[O:29])/[CH:5]=[CH:6]/[C:7]1[C:8]([CH3:28])=[N:9][N:10]([CH3:27])[C:11]=1[N:12]1[C:20]2[C:15](=[CH:16][CH:17]=[C:18]([O:21][CH:22]([CH3:26])[C:23](O)=[O:24])[CH:19]=2)[CH:14]=[CH:13]1)[CH3:2].CN(C)C=O.C(Cl)(=O)C(Cl)=O. (4) Given the product [O:21]1[CH2:4][C@H:20]1[C@@H:16]([NH:15][C:13]([O:12][C:8]([CH3:10])([CH3:11])[CH3:9])=[O:14])[CH:17]([CH3:18])[CH3:19], predict the reactants needed to synthesize it. The reactants are: [H-].[Na+].[I-].[CH3:4][S+](C)C.[C:8]([O:12][C:13]([NH:15][C@H:16]([CH:20]=[O:21])[CH:17]([CH3:19])[CH3:18])=[O:14])([CH3:11])([CH3:10])[CH3:9].